Dataset: Forward reaction prediction with 1.9M reactions from USPTO patents (1976-2016). Task: Predict the product of the given reaction. Given the reactants C(N(CC)CC)C.CN(C(ON1N=NC2C=CC=CC1=2)=[N+](C)C)C.[B-](F)(F)(F)F.C(OC([NH:37][C:38]1([C:41]([OH:43])=O)[CH2:40][CH2:39]1)=O)(C)(C)C.[CH3:44][O:45][C:46]1[CH:60]=[CH:59][C:49]([O:50][C:51]2[CH:58]=[CH:57][C:54]([CH2:55][NH2:56])=[CH:53][CH:52]=2)=[C:48]([C:61]([F:64])([F:63])[F:62])[CH:47]=1, predict the reaction product. The product is: [CH3:44][O:45][C:46]1[CH:60]=[CH:59][C:49]([O:50][C:51]2[CH:58]=[CH:57][C:54]([CH2:55][NH:56][C:41]([C:38]3([NH2:37])[CH2:39][CH2:40]3)=[O:43])=[CH:53][CH:52]=2)=[C:48]([C:61]([F:62])([F:63])[F:64])[CH:47]=1.